Dataset: Full USPTO retrosynthesis dataset with 1.9M reactions from patents (1976-2016). Task: Predict the reactants needed to synthesize the given product. (1) Given the product [O:20]=[C:14]1[N:13]2[CH:8]([C:7]3[C:2]([C:21]#[N:22])=[N:3][CH:4]=[CH:5][CH:6]=3)[CH2:9][O:10][C:11]3=[C:12]2[C:16](=[CH:17][CH:18]=[CH:19]3)[NH:15]1, predict the reactants needed to synthesize it. The reactants are: Br[C:2]1[C:7]([CH:8]2[N:13]3[C:14](=[O:20])[NH:15][C:16]4=[CH:17][CH:18]=[CH:19][C:11](=[C:12]34)[O:10][CH2:9]2)=[CH:6][CH:5]=[CH:4][N:3]=1.[CH3:21][N:22](C)C=O. (2) Given the product [CH2:15]([O:1][C:2]1[CH:11]=[CH:10][CH:9]=[C:8]2[C:3]=1[CH:4]=[CH:5][NH:6][C:7]2=[O:12])[C:16]1[CH:21]=[CH:20][CH:19]=[CH:18][CH:17]=1, predict the reactants needed to synthesize it. The reactants are: [OH:1][C:2]1[CH:11]=[CH:10][CH:9]=[C:8]2[C:3]=1[CH:4]=[CH:5][NH:6][C:7]2=[O:12].[OH-].[K+].[CH2:15](Br)[C:16]1[CH:21]=[CH:20][CH:19]=[CH:18][CH:17]=1. (3) Given the product [CH3:1][O:2][C:3](=[O:27])[NH:4][CH:5]([C:9]([N:11]1[CH2:15][CH2:14][CH2:13][CH:12]1[CH2:16][NH:17][C:18]([C:19]1[CH:24]=[CH:23][C:22]([C:51]2[CH:52]=[CH:53][C:48]([C:45]3[NH:44][C:43]([CH:39]4[CH2:40][CH2:41][CH2:42][N:38]4[C:36](=[O:37])[CH:32]([NH:31][C:30]([O:29][CH3:28])=[O:63])[CH:33]([CH3:35])[CH3:34])=[N:47][CH:46]=3)=[CH:49][CH:50]=2)=[CH:21][CH:20]=1)=[O:26])=[O:10])[CH:6]([CH3:8])[CH3:7], predict the reactants needed to synthesize it. The reactants are: [CH3:1][O:2][C:3](=[O:27])[NH:4][CH:5]([C:9]([N:11]1[CH2:15][CH2:14][CH2:13][CH:12]1[CH2:16][NH:17][C:18](=[O:26])[C:19]1[CH:24]=[CH:23][C:22](Br)=[CH:21][CH:20]=1)=[O:10])[CH:6]([CH3:8])[CH3:7].[CH3:28][O:29][C:30](=[O:63])[NH:31][CH:32]([C:36]([N:38]1[CH2:42][CH2:41][CH2:40][CH:39]1[C:43]1[NH:44][C:45]([C:48]2[CH:53]=[CH:52][C:51](B3OC(C)(C)C(C)(C)O3)=[CH:50][CH:49]=2)=[CH:46][N:47]=1)=[O:37])[CH:33]([CH3:35])[CH3:34].[O-]P([O-])([O-])=O.[K+].[K+].[K+].N#N. (4) Given the product [F:47][C:45]([F:46])([S:48]([O:23][C:18]1[CH:17]=[CH:16][C:15]2[C:20](=[CH:21][CH:22]=[C:13]([C:9]3[CH:8]=[C:7]([N:24]4[CH:29]=[CH:28][C:27](=[O:30])[NH:26][C:25]4=[O:31])[CH:6]=[C:5]([C:1]([CH3:4])([CH3:2])[CH3:3])[C:10]=3[O:11][CH3:12])[CH:14]=2)[CH:19]=1)(=[O:50])=[O:49])[C:44]([F:52])([F:53])[O:43][C:38]([F:54])([F:55])[C:39]([F:42])([F:41])[F:40], predict the reactants needed to synthesize it. The reactants are: [C:1]([C:5]1[CH:6]=[C:7]([N:24]2[CH:29]=[CH:28][C:27](=[O:30])[NH:26][C:25]2=[O:31])[CH:8]=[C:9]([C:13]2[CH:22]=[CH:21][C:20]3[C:15](=[CH:16][CH:17]=[C:18]([OH:23])[CH:19]=3)[CH:14]=2)[C:10]=1[O:11][CH3:12])([CH3:4])([CH3:3])[CH3:2].C(=O)([O-])[O-].[K+].[K+].[C:38]([F:55])([F:54])([O:43][C:44]([F:53])([F:52])[C:45]([S:48](F)(=[O:50])=[O:49])([F:47])[F:46])[C:39]([F:42])([F:41])[F:40].